This data is from Full USPTO retrosynthesis dataset with 1.9M reactions from patents (1976-2016). The task is: Predict the reactants needed to synthesize the given product. (1) Given the product [N:77]([C@@H:18]1[CH2:17][N:16]([C:22]([O:24][C:25]([CH3:27])([CH3:26])[CH3:28])=[O:23])[C@@H:15]([CH2:14][CH2:13][N:8]2[C:7]3[CH:29]=[C:3]([C:1]#[N:2])[CH:4]=[CH:5][C:6]=3[O:11][CH2:10][C:9]2=[O:12])[CH2:20][CH2:19]1)=[N+:78]=[N-:79], predict the reactants needed to synthesize it. The reactants are: [C:1]([C:3]1[CH:4]=[CH:5][C:6]2[O:11][CH2:10][C:9](=[O:12])[N:8]([CH2:13][CH2:14][C@H:15]3[CH2:20][CH2:19][C@@H:18](O)[CH2:17][N:16]3[C:22]([O:24][C:25]([CH3:28])([CH3:27])[CH3:26])=[O:23])[C:7]=2[CH:29]=1)#[N:2].C1(P(C2C=CC=CC=2)C2C=CC=CC=2)C=CC=CC=1.CC(OC(/N=N/C(OC(C)C)=O)=O)C.C1(P([N:77]=[N+:78]=[N-:79])(C2C=CC=CC=2)=O)C=CC=CC=1. (2) The reactants are: CO[C:3](=[O:12])[C:4]1[CH:9]=[C:8](Br)[C:7](Cl)=[N:6][CH:5]=1.[NH:13]1[CH2:17][CH2:16][CH2:15][CH2:14]1.[F:18][C:19]1[CH:24]=[CH:23][C:22](B(O)O)=[CH:21][CH:20]=1.[NH2:28][C@@H:29]([CH2:34][OH:35])[CH2:30][CH:31]([CH3:33])[CH3:32]. Given the product [F:18][C:19]1[CH:24]=[CH:23][C:22]([C:8]2[C:7]([N:13]3[CH2:17][CH2:16][CH2:15][CH2:14]3)=[N:6][CH:5]=[C:4]([CH:9]=2)[C:3]([NH:28][C@@H:29]([CH2:34][OH:35])[CH2:30][CH:31]([CH3:33])[CH3:32])=[O:12])=[CH:21][CH:20]=1, predict the reactants needed to synthesize it.